From a dataset of NCI-60 drug combinations with 297,098 pairs across 59 cell lines. Regression. Given two drug SMILES strings and cell line genomic features, predict the synergy score measuring deviation from expected non-interaction effect. (1) Drug 1: CC1C(C(CC(O1)OC2CC(CC3=C2C(=C4C(=C3O)C(=O)C5=C(C4=O)C(=CC=C5)OC)O)(C(=O)C)O)N)O.Cl. Drug 2: CC1=C2C(C(=O)C3(C(CC4C(C3C(C(C2(C)C)(CC1OC(=O)C(C(C5=CC=CC=C5)NC(=O)OC(C)(C)C)O)O)OC(=O)C6=CC=CC=C6)(CO4)OC(=O)C)O)C)O. Cell line: 786-0. Synergy scores: CSS=51.8, Synergy_ZIP=-6.53, Synergy_Bliss=-6.96, Synergy_Loewe=-12.6, Synergy_HSA=-4.60. (2) Drug 1: C1=CC(=CC=C1CCC2=CNC3=C2C(=O)NC(=N3)N)C(=O)NC(CCC(=O)O)C(=O)O. Drug 2: C(CN)CNCCSP(=O)(O)O. Cell line: 786-0. Synergy scores: CSS=25.6, Synergy_ZIP=0.574, Synergy_Bliss=0.656, Synergy_Loewe=-19.8, Synergy_HSA=-0.311. (3) Drug 1: C1CCC(C1)C(CC#N)N2C=C(C=N2)C3=C4C=CNC4=NC=N3. Drug 2: C1C(C(OC1N2C=NC3=C(N=C(N=C32)Cl)N)CO)O. Cell line: PC-3. Synergy scores: CSS=10.1, Synergy_ZIP=-1.39, Synergy_Bliss=1.56, Synergy_Loewe=-10.3, Synergy_HSA=-0.0979. (4) Cell line: KM12. Drug 1: C1=C(C(=O)NC(=O)N1)N(CCCl)CCCl. Synergy scores: CSS=-2.69, Synergy_ZIP=-5.74, Synergy_Bliss=-20.3, Synergy_Loewe=-19.5, Synergy_HSA=-19.0. Drug 2: C(=O)(N)NO. (5) Drug 1: CCC1(CC2CC(C3=C(CCN(C2)C1)C4=CC=CC=C4N3)(C5=C(C=C6C(=C5)C78CCN9C7C(C=CC9)(C(C(C8N6C)(C(=O)OC)O)OC(=O)C)CC)OC)C(=O)OC)O.OS(=O)(=O)O. Drug 2: CC1=C(C=C(C=C1)C(=O)NC2=CC(=CC(=C2)C(F)(F)F)N3C=C(N=C3)C)NC4=NC=CC(=N4)C5=CN=CC=C5. Cell line: SNB-19. Synergy scores: CSS=5.64, Synergy_ZIP=4.32, Synergy_Bliss=5.69, Synergy_Loewe=1.33, Synergy_HSA=0.493. (6) Drug 1: CN(C)C1=NC(=NC(=N1)N(C)C)N(C)C. Drug 2: CC1=C(C=C(C=C1)NC(=O)C2=CC=C(C=C2)CN3CCN(CC3)C)NC4=NC=CC(=N4)C5=CN=CC=C5. Cell line: NCI-H322M. Synergy scores: CSS=-8.03, Synergy_ZIP=-0.218, Synergy_Bliss=-9.65, Synergy_Loewe=-15.6, Synergy_HSA=-11.8. (7) Drug 1: CN(CCCl)CCCl.Cl. Drug 2: C1C(C(OC1N2C=NC3=C2NC=NCC3O)CO)O. Cell line: RXF 393. Synergy scores: CSS=7.44, Synergy_ZIP=-0.0211, Synergy_Bliss=3.56, Synergy_Loewe=-2.10, Synergy_HSA=-1.14.